This data is from Reaction yield outcomes from USPTO patents with 853,638 reactions. The task is: Predict the reaction yield, written as a fraction of the theoretical maximum amount of product (1.0 means a 100% yield; for example, 0.34 means a 34% yield). (1) The reactants are [Br:1][C:2]1[CH:7]=[CH:6][C:5]([C@@H:8]([N:10]2[CH2:15][CH2:14][C:13]([CH2:19][CH2:20][C:21]([OH:23])=[O:22])([CH:16]([CH3:18])[CH3:17])[O:12][C:11]2=[O:24])[CH3:9])=[CH:4][CH:3]=1.O=S(Cl)Cl.[CH3:29]O. No catalyst specified. The product is [Br:1][C:2]1[CH:7]=[CH:6][C:5]([C@@H:8]([N:10]2[CH2:15][CH2:14][C:13]([CH2:19][CH2:20][C:21]([O:23][CH3:29])=[O:22])([CH:16]([CH3:17])[CH3:18])[O:12][C:11]2=[O:24])[CH3:9])=[CH:4][CH:3]=1. The yield is 0.960. (2) The reactants are [CH2:1]([O:3][C:4](=[O:15])[C:5]([OH:14])([C:10]([F:13])([F:12])[F:11])[CH2:6][C:7]([CH3:9])=[CH2:8])[CH3:2].[Cl-].[Al+3].[Cl-].[Cl-].[F:20][C:21]1[CH:26]=[CH:25][C:24]([O:27][CH3:28])=[CH:23][CH:22]=1. No catalyst specified. The product is [CH2:1]([O:3][C:4](=[O:15])[C:5]([OH:14])([C:10]([F:13])([F:12])[F:11])[CH2:6][C:7]([C:25]1[CH:26]=[C:21]([F:20])[CH:22]=[CH:23][C:24]=1[O:27][CH3:28])([CH3:9])[CH3:8])[CH3:2]. The yield is 0.710. (3) The yield is 0.770. The catalyst is C(Cl)Cl. The reactants are [CH2:1]([O:8][N:9]1[C:15](=[O:16])[N:14]2[CH2:17][C@H:10]1[CH2:11][CH2:12][C@H:13]2[C:18]([OH:20])=O)[C:2]1[CH:7]=[CH:6][CH:5]=[CH:4][CH:3]=1.[NH2:21][O:22][C@H:23]1[CH2:27][CH2:26][N:25]([CH3:28])[CH2:24]1.ON1C2C=CC=CC=2N=N1.Cl.C(N=C=NCCCN(C)C)C. The product is [CH2:1]([O:8][N:9]1[C:15](=[O:16])[N:14]2[CH2:17][C@H:10]1[CH2:11][CH2:12][C@H:13]2[C:18]([NH:21][O:22][C@H:23]1[CH2:27][CH2:26][N:25]([CH3:28])[CH2:24]1)=[O:20])[C:2]1[CH:3]=[CH:4][CH:5]=[CH:6][CH:7]=1. (4) The reactants are [NH2:1][C:2]1[CH:6]=[C:5]([Br:7])[S:4][C:3]=1[C:8]([NH2:10])=[O:9].[CH3:11][C:12]([CH3:14])=O.O.C1(C)C=CC(S(O)(=O)=O)=CC=1.C(=O)([O-])O.[Na+]. The catalyst is C(O)(=O)C. The product is [Br:7][C:5]1[S:4][C:3]2[C:8](=[O:9])[NH:10][C:12]([CH3:14])([CH3:11])[NH:1][C:2]=2[CH:6]=1. The yield is 0.900.